Dataset: Full USPTO retrosynthesis dataset with 1.9M reactions from patents (1976-2016). Task: Predict the reactants needed to synthesize the given product. (1) Given the product [F:1][C:2]1[CH:7]=[CH:6][C:5]([N:8]2[C@H:9]([C:39]3[CH:40]=[CH:41][C:42]([O:45][Si:46]([CH3:47])([CH3:49])[CH3:48])=[CH:43][CH:44]=3)[C@@H:10]([CH2:25][CH2:26][C:27]3([C:32]4[CH:37]=[CH:36][C:35]([F:38])=[CH:34][CH:33]=4)[O:28][CH2:29][CH2:30][O:31]3)[C:11]2=[O:12])=[CH:4][CH:3]=1, predict the reactants needed to synthesize it. The reactants are: [F:1][C:2]1[CH:7]=[CH:6][C:5]([NH:8][C@H:9]([C:39]2[CH:44]=[CH:43][C:42]([O:45][Si:46]([CH3:49])([CH3:48])[CH3:47])=[CH:41][CH:40]=2)[C@@H:10]([CH2:25][CH2:26][C:27]2([C:32]3[CH:37]=[CH:36][C:35]([F:38])=[CH:34][CH:33]=3)[O:31][CH2:30][CH2:29][O:28]2)[C:11](N2[C@@H](C3C=CC=CC=3)COC2=O)=[O:12])=[CH:4][CH:3]=1.C/C(/O[Si](C)(C)C)=N\[Si](C)(C)C.O.[F-].C([N+](CCCC)(CCCC)CCCC)CCC. (2) Given the product [Br:14][C:15]1[CH:16]=[N:17][CH:18]=[CH:19][C:20]=1[CH:21]([OH:26])[CH2:22][CH2:23][CH2:24][CH3:25], predict the reactants needed to synthesize it. The reactants are: [Li+].CC([N-]C(C)C)C.[Li]CCCC.[Br:14][C:15]1[CH:16]=[N:17][CH:18]=[CH:19][CH:20]=1.[CH:21](=[O:26])[CH2:22][CH2:23][CH2:24][CH3:25]. (3) Given the product [Cl:8][C:6]1[CH:5]=[C:4]([C:9]2[N:14]=[C:13]([C:15]3[CH:20]=[CH:19][CH:18]=[CH:17][CH:16]=3)[N:12]=[C:11]([C:21]3[CH:26]=[CH:25][CH:24]=[CH:23][CH:22]=3)[N:10]=2)[CH:3]=[C:2]([C:30]2[CH:31]=[C:32]([CH3:34])[CH:33]=[C:28]([CH3:27])[CH:29]=2)[CH:7]=1, predict the reactants needed to synthesize it. The reactants are: Br[C:2]1[CH:3]=[C:4]([C:9]2[N:14]=[C:13]([C:15]3[CH:20]=[CH:19][CH:18]=[CH:17][CH:16]=3)[N:12]=[C:11]([C:21]3[CH:26]=[CH:25][CH:24]=[CH:23][CH:22]=3)[N:10]=2)[CH:5]=[C:6]([Cl:8])[CH:7]=1.[CH3:27][C:28]1[CH:29]=[C:30](B(O)O)[CH:31]=[C:32]([CH3:34])[CH:33]=1.[OH-].[Na+]. (4) Given the product [CH3:20][C:15]1([CH3:21])[C:16]([CH3:19])([CH3:18])[O:17][B:13]([C:2]2[CH:7]=[CH:6][C:5]([C:8]3[O:12][CH:11]=[N:10][CH:9]=3)=[CH:4][CH:3]=2)[O:14]1, predict the reactants needed to synthesize it. The reactants are: Br[C:2]1[CH:7]=[CH:6][C:5]([C:8]2[O:12][CH:11]=[N:10][CH:9]=2)=[CH:4][CH:3]=1.[B:13]1([B:13]2[O:17][C:16]([CH3:19])([CH3:18])[C:15]([CH3:21])([CH3:20])[O:14]2)[O:17][C:16]([CH3:19])([CH3:18])[C:15]([CH3:21])([CH3:20])[O:14]1.C([O-])(=O)C.[K+].